Dataset: Forward reaction prediction with 1.9M reactions from USPTO patents (1976-2016). Task: Predict the product of the given reaction. (1) Given the reactants [Si:1]([O:8][C@@H:9]1[C@H:13]([CH2:14][O:15][Si](C(C)(C)C)(C)C)[CH2:12][C@@H:11]([O:23][C:24]2[N:29]=[CH:28][N:27]=[C:26]([NH:30][C@@H:31]3[C:39]4[C:34](=[CH:35][CH:36]=[CH:37][CH:38]=4)[CH2:33][C@@H:32]3[O:40][CH3:41])[CH:25]=2)[CH2:10]1)([C:4]([CH3:7])([CH3:6])[CH3:5])([CH3:3])[CH3:2].C(O)(=O)C, predict the reaction product. The product is: [Si:1]([O:8][C@H:9]1[CH2:10][C@H:11]([O:23][C:24]2[CH:25]=[C:26]([NH:30][C@@H:31]3[C:39]4[C:34](=[CH:35][CH:36]=[CH:37][CH:38]=4)[CH2:33][C@@H:32]3[O:40][CH3:41])[N:27]=[CH:28][N:29]=2)[CH2:12][C@H:13]1[CH2:14][OH:15])([C:4]([CH3:7])([CH3:5])[CH3:6])([CH3:3])[CH3:2]. (2) The product is: [F:47][C:44]([F:45])([F:46])[C:42]1[CH:41]=[C:5]([CH:4]=[C:3]([C:2]([F:49])([F:48])[F:1])[CH:43]=1)[C:6]([N:8]1[CH2:12][C@@:11]([CH2:20][CH2:21][N:22]2[CH2:27][CH2:26][C:25]3([C:35]4[C:30](=[CH:31][CH:32]=[CH:33][CH:34]=4)[CH2:29][C@@H:28]3[O:36][CH2:54][C:53]([N:52]([CH3:50])[CH2:55][CH2:56][CH2:69][CH2:70][CH2:71][CH2:72][C:73]([O:75][CH2:76][CH3:77])=[O:74])=[O:59])[CH2:24][CH2:23]2)([C:13]2[CH:18]=[CH:17][C:16]([F:19])=[CH:15][CH:14]=2)[O:10][CH2:9]1)=[O:7]. Given the reactants [F:1][C:2]([F:49])([F:48])[C:3]1[CH:4]=[C:5]([CH:41]=[C:42]([C:44]([F:47])([F:46])[F:45])[CH:43]=1)[C:6]([N:8]1[CH2:12][C@@:11]([CH2:20][CH2:21][N:22]2[CH2:27][CH2:26][C:25]3([C:35]4[C:30](=[CH:31][CH:32]=[CH:33][CH:34]=4)[CH2:29][C@@H:28]3[O:36]CC(O)=O)[CH2:24][CH2:23]2)([C:13]2[CH:18]=[CH:17][C:16]([F:19])=[CH:15][CH:14]=2)[O:10][CH2:9]1)=[O:7].[CH2:50]([N:52]([CH2:55][CH3:56])[CH2:53][CH3:54])C.ClC(OCC(C)C)=[O:59].CNCC[CH2:69][CH2:70][CH2:71][CH2:72][C:73]([O:75][CH2:76][CH3:77])=[O:74].C(=O)([O-])O.[Na+], predict the reaction product. (3) Given the reactants [N:1]1[CH:6]=[CH:5][C:4]([NH2:7])=[N:3][CH:2]=1.C[Si](CCOCCl)(C)C.[CH3:17][O:18][C:19]1[CH:24]=[C:23]([C:25]([F:28])([F:27])[F:26])[CH:22]=[CH:21][C:20]=1[C:29]1[C:38]2[C:33](=[CH:34][C:35]([S:39](Cl)(=[O:41])=[O:40])=[CH:36][CH:37]=2)[N:32]=[CH:31][N:30]=1.CN1C=CN=C1, predict the reaction product. The product is: [CH3:17][O:18][C:19]1[CH:24]=[C:23]([C:25]([F:26])([F:27])[F:28])[CH:22]=[CH:21][C:20]=1[C:29]1[C:38]2[C:33](=[CH:34][C:35]([S:39]([NH:7][C:4]3[CH:5]=[CH:6][N:1]=[CH:2][N:3]=3)(=[O:41])=[O:40])=[CH:36][CH:37]=2)[N:32]=[CH:31][N:30]=1. (4) Given the reactants [NH2:1][C:2]1[CH:7]=[CH:6][N:5]=[CH:4][CH:3]=1.[NH2:8][CH2:9][C:10]1[O:14][N:13]=[C:12]([C:15]2[CH:20]=[CH:19][CH:18]=[CH:17][CH:16]=2)[CH:11]=1.[O:21]1CCC[CH2:22]1, predict the reaction product. The product is: [C:15]1([C:12]2[CH:11]=[C:10]([CH2:9][NH:8][C:22](=[O:21])[NH:1][C:2]3[CH:7]=[CH:6][N:5]=[CH:4][CH:3]=3)[O:14][N:13]=2)[CH:16]=[CH:17][CH:18]=[CH:19][CH:20]=1. (5) The product is: [OH:34][CH2:33][C@H:28]([NH:27][C:19]1[C:20]2[S:25][C:24](=[O:26])[NH:23][C:21]=2[N:22]=[C:17]([S:16][CH:40]([C:42]2[CH:47]=[CH:46][CH:45]=[CH:44][C:43]=2[C:48]([F:49])([F:50])[F:51])[CH3:41])[N:18]=1)[CH2:29][CH:30]([CH3:31])[CH3:32]. Given the reactants [OH:34][CH2:33][C@H:28]([NH:27][C:19]1[C:20]2[S:25][C:24](=[O:26])[NH:23][C:21]=2[N:22]=[C:17]([S:16][S:16][C:17]2[N:18]=[C:19]([NH:27][C@@H:28]([CH2:33][OH:34])[CH2:29][CH:30]([CH3:32])[CH3:31])[C:20]3[S:25][C:24](=[O:26])[NH:23][C:21]=3[N:22]=2)[N:18]=1)[CH2:29][CH:30]([CH3:32])[CH3:31].Br[CH:40]([C:42]1[CH:47]=[CH:46][CH:45]=[CH:44][C:43]=1[C:48]([F:51])([F:50])[F:49])[CH3:41], predict the reaction product.